This data is from Forward reaction prediction with 1.9M reactions from USPTO patents (1976-2016). The task is: Predict the product of the given reaction. (1) Given the reactants Br[C:2]1[C:3]([NH:10][C@H:11]2[CH2:16][CH2:15][C@H:14]([O:17][CH3:18])[CH2:13][CH2:12]2)=[N:4][C:5]([NH2:9])=[N:6][C:7]=1[CH3:8].[C:19]([O:23][CH2:24][CH3:25])(=[O:22])[CH:20]=[CH2:21], predict the reaction product. The product is: [NH2:9][C:5]1[N:4]=[C:3]([NH:10][C@H:11]2[CH2:16][CH2:15][C@H:14]([O:17][CH3:18])[CH2:13][CH2:12]2)[C:2](/[CH:21]=[CH:20]/[C:19]([O:23][CH2:24][CH3:25])=[O:22])=[C:7]([CH3:8])[N:6]=1. (2) Given the reactants [CH3:1][C:2]1([C:8]2[CH:13]=[CH:12][C:11]([O:14][C:15]([F:18])([F:17])[F:16])=[CH:10][CH:9]=2)[CH2:6][O:5][C:4]([NH2:7])=[N:3]1, predict the reaction product. The product is: [CH3:1][C@:2]1([C:8]2[CH:9]=[CH:10][C:11]([O:14][C:15]([F:18])([F:16])[F:17])=[CH:12][CH:13]=2)[CH2:6][O:5][C:4]([NH2:7])=[N:3]1. (3) The product is: [CH2:6]([O:5][C:1](=[O:4])[CH:2]=[CH2:3])[CH2:7][CH2:8][CH3:9].[C:10]([O:15][CH2:35][CH:34]1[O:33][CH2:30]1)(=[O:14])[C:11]([CH3:13])=[CH2:12]. Given the reactants [C:1]([O:5][CH2:6][CH2:7][CH2:8][CH3:9])(=[O:4])[CH:2]=[CH2:3].[C:10]([O-:15])(=[O:14])[C:11]([CH3:13])=[CH2:12].N(C(C)(CC)C#N)=NC(C)(CC)C#N.[C:30]([O:33][CH2:34][CH3:35])(=O)C, predict the reaction product. (4) Given the reactants [C:1]1([C:7]2([C:10]([OH:12])=[O:11])[CH2:9][CH2:8]2)[CH:6]=[CH:5][CH:4]=[CH:3][CH:2]=1.S(=O)(=O)(O)O.[C:18](=O)([O-])[O-].[K+].[K+], predict the reaction product. The product is: [C:1]1([C:7]2([C:10]([O:12][CH3:18])=[O:11])[CH2:9][CH2:8]2)[CH:6]=[CH:5][CH:4]=[CH:3][CH:2]=1. (5) Given the reactants Cl[C:2]1[CH:13]=[CH:12][C:5]([C:6]([NH:8][CH:9]([CH3:11])[CH3:10])=[O:7])=[CH:4][C:3]=1[C:14]#[N:15].Cl.[NH:17]1[CH2:22][CH2:21][CH:20]([N:23]2[C:28]3[CH:29]=[CH:30][CH:31]=[CH:32][C:27]=3[CH2:26][O:25][C:24]2=[O:33])[CH2:19][CH2:18]1, predict the reaction product. The product is: [C:14]([C:3]1[CH:4]=[C:5]([CH:12]=[CH:13][C:2]=1[N:17]1[CH2:18][CH2:19][CH:20]([N:23]2[C:28]3[CH:29]=[CH:30][CH:31]=[CH:32][C:27]=3[CH2:26][O:25][C:24]2=[O:33])[CH2:21][CH2:22]1)[C:6]([NH:8][CH:9]([CH3:11])[CH3:10])=[O:7])#[N:15]. (6) Given the reactants [NH2:1][C:2]([CH3:23])([CH3:22])[CH2:3][C:4]1[N:5]([CH2:18][CH2:19][O:20][CH3:21])[N:6]=[C:7]2[C:16]=1[C:15]1[CH:14]=[CH:13][CH:12]=[CH:11][C:10]=1[N:9]=[C:8]2[NH2:17].[F:24][C:25]1[CH:26]=[C:27]([CH:31]=[CH:32][C:33]=1[F:34])[C:28](Cl)=[O:29], predict the reaction product. The product is: [NH2:17][C:8]1[C:7]2=[N:6][N:5]([CH2:18][CH2:19][O:20][CH3:21])[C:4]([CH2:3][C:2]([NH:1][C:28](=[O:29])[C:27]3[CH:31]=[CH:32][C:33]([F:34])=[C:25]([F:24])[CH:26]=3)([CH3:23])[CH3:22])=[C:16]2[C:15]2[CH:14]=[CH:13][CH:12]=[CH:11][C:10]=2[N:9]=1. (7) Given the reactants [Cl:1][C:2]1[CH:10]=[CH:9][C:8]([I:11])=[CH:7][C:3]=1[C:4]([OH:6])=O.C(Cl)(=O)C(Cl)=O.[F:18][C:19]1[CH:24]=[CH:23][CH:22]=[CH:21][CH:20]=1, predict the reaction product. The product is: [Cl:1][C:2]1[CH:10]=[CH:9][C:8]([I:11])=[CH:7][C:3]=1[C:4]([C:22]1[CH:23]=[CH:24][C:19]([F:18])=[CH:20][CH:21]=1)=[O:6]. (8) Given the reactants [CH2:1]([O:8][C:9]([N:11]1[CH2:15][CH:14]2[CH:16]([O:20]C(=O)C3C=CC=CC=3)[CH:17]([F:19])[CH2:18][CH:13]2[CH2:12]1)=[O:10])[C:2]1[CH:7]=[CH:6][CH:5]=[CH:4][CH:3]=1.C[O-].[Na+].C(O)(=O)C, predict the reaction product. The product is: [CH2:1]([O:8][C:9]([N:11]1[CH2:15][CH:14]2[CH:16]([OH:20])[CH:17]([F:19])[CH2:18][CH:13]2[CH2:12]1)=[O:10])[C:2]1[CH:3]=[CH:4][CH:5]=[CH:6][CH:7]=1. (9) Given the reactants [CH:1]([C:4]1[N:5]=[C:6]([C:9]2[CH:18]=[C:17]([O:19][CH:20]3[CH2:37][CH:36]4[N:22]([C:23](=[O:42])[CH2:24][CH2:25][CH2:26][CH2:27][CH2:28][CH:29]=[CH:30][CH:31]5[C:33]([C:39]([OH:41])=O)([NH:34][C:35]4=[O:38])[CH2:32]5)[CH2:21]3)[C:16]3[C:11](=[C:12]([CH3:45])[C:13]([O:43][CH3:44])=[CH:14][CH:15]=3)[N:10]=2)[S:7][CH:8]=1)([CH3:3])[CH3:2].C(C1N=C(C2C=C(OC3CC4N(C(=O)CCCCCCC=CC5C(C([NH:87][S:88]([CH:91]6[CH2:93][CH2:92]6)(=[O:90])=[O:89])=O)(NC4=O)C5)C3)C3C(=CC(OC)=CC=3)N=2)SC=1)(C)C, predict the reaction product. The product is: [CH:1]([C:4]1[N:5]=[C:6]([C:9]2[CH:18]=[C:17]([O:19][CH:20]3[CH2:37][CH:36]4[N:22]([C:23](=[O:42])[CH2:24][CH2:25][CH2:26][CH2:27][CH2:28][CH:29]=[CH:30][CH:31]5[C:33]([C:39]([NH:87][S:88]([CH:91]6[CH2:93][CH2:92]6)(=[O:90])=[O:89])=[O:41])([NH:34][C:35]4=[O:38])[CH2:32]5)[CH2:21]3)[C:16]3[C:11](=[C:12]([CH3:45])[C:13]([O:43][CH3:44])=[CH:14][CH:15]=3)[N:10]=2)[S:7][CH:8]=1)([CH3:2])[CH3:3]. (10) Given the reactants [CH2:1]([O:5][C:6]([N:8]1[CH2:13][CH2:12][CH:11]([NH:14][CH2:15][CH2:16][CH2:17][O:18][CH3:19])[CH2:10][CH2:9]1)=[O:7])[CH2:2][CH2:3][CH3:4].[Cl:20][C:21]1[CH:28]=[C:27]([Cl:29])[CH:26]=[CH:25][C:22]=1[CH:23]=O.C(O[BH-](OC(=O)C)OC(=O)C)(=O)C.[Na+].C(=O)(O)[O-].[Na+], predict the reaction product. The product is: [CH2:1]([O:5][C:6]([N:8]1[CH2:9][CH2:10][CH:11]([N:14]([CH2:15][CH2:16][CH2:17][O:18][CH3:19])[CH2:23][C:22]2[CH:25]=[CH:26][C:27]([Cl:29])=[CH:28][C:21]=2[Cl:20])[CH2:12][CH2:13]1)=[O:7])[CH2:2][CH2:3][CH3:4].